From a dataset of CYP1A2 inhibition data for predicting drug metabolism from PubChem BioAssay. Regression/Classification. Given a drug SMILES string, predict its absorption, distribution, metabolism, or excretion properties. Task type varies by dataset: regression for continuous measurements (e.g., permeability, clearance, half-life) or binary classification for categorical outcomes (e.g., BBB penetration, CYP inhibition). Dataset: cyp1a2_veith. (1) The result is 1 (inhibitor). The compound is CN1CCc2c(c3ccccc3n2Cc2ccccc2)C1.CN1CCc2c(c3ccccc3n2Cc2ccccc2)C1.O=S(=O)(O)c1cccc2c(S(=O)(=O)O)cccc12. (2) The compound is COc1cccc(C(=O)NCCN2CCOCC2)c1. The result is 0 (non-inhibitor). (3) The molecule is Cc1cc2nnc(SCCCCN3C(=O)c4ccccc4C3=O)n2c2ccccc12. The result is 1 (inhibitor). (4) The drug is O=C(NC(C(=O)c1ccccc1)n1cnccc1=O)c1ccccc1. The result is 0 (non-inhibitor). (5) The molecule is C=CCOc1ccccc1OC[C@H](O)CNC(C)C. The result is 1 (inhibitor). (6) The compound is OC[C@@H]1NC[C@@H](O)[C@H]1O. The result is 0 (non-inhibitor).